Task: Predict the product of the given reaction.. Dataset: Forward reaction prediction with 1.9M reactions from USPTO patents (1976-2016) (1) Given the reactants [Cl:1][C:2]1[CH:7]=[C:6]2[NH:8][C:9](=[O:33])[C:10]3([CH:15]([C:16]4[CH:21]=[CH:20][CH:19]=[C:18]([Cl:22])[CH:17]=4)[CH2:14][C:13](=O)[NH:12][CH:11]3[C:24]3[C:29]([CH3:30])=[CH:28][CH:27]=[C:26]([F:31])[C:25]=3[F:32])[C:5]2=[CH:4][CH:3]=1.COC1C=CC(P2(=S)SP(=S)(C3C=CC(OC)=CC=3)[S:43]2)=CC=1, predict the reaction product. The product is: [Cl:1][C:2]1[CH:7]=[C:6]2[NH:8][C:9](=[O:33])[C:10]3([CH:15]([C:16]4[CH:21]=[CH:20][CH:19]=[C:18]([Cl:22])[CH:17]=4)[CH2:14][C:13](=[S:43])[NH:12][CH:11]3[C:24]3[C:29]([CH3:30])=[CH:28][CH:27]=[C:26]([F:31])[C:25]=3[F:32])[C:5]2=[CH:4][CH:3]=1. (2) Given the reactants C([Li])CCC.[S:6]1[CH:10]=[CH:9][N:8]=[CH:7]1.[CH2:11]1[O:21][C:14]2([CH2:19][CH2:18][C:17](=[O:20])[CH2:16][CH2:15]2)[O:13][CH2:12]1.O, predict the reaction product. The product is: [S:6]1[CH:10]=[CH:9][N:8]=[C:7]1[C:17]1([OH:20])[CH2:18][CH2:19][C:14]2([O:21][CH2:11][CH2:12][O:13]2)[CH2:15][CH2:16]1. (3) Given the reactants [CH3:1][O:2][C:3]1[C:4]([CH3:31])=[C:5]([C:22]([O:29][CH3:30])=[C:23]([O:27][CH3:28])[C:24]=1[O:25][CH3:26])[CH2:6][C:7]1[CH:8]=[CH:9][C:10]([OH:21])=[C:11]([CH:20]=1)[C:12]([N:14]1[CH2:19][CH2:18][O:17][CH2:16][CH2:15]1)=[O:13].[N:32]1[CH:37]=[CH:36][CH:35]=[C:34](B(O)O)[CH:33]=1.C(N(CC)CC)C.N1C=CC=CC=1, predict the reaction product. The product is: [CH3:1][O:2][C:3]1[C:4]([CH3:31])=[C:5]([C:22]([O:29][CH3:30])=[C:23]([O:27][CH3:28])[C:24]=1[O:25][CH3:26])[CH2:6][C:7]1[CH:8]=[CH:9][C:10]([O:21][C:34]2[CH:33]=[N:32][CH:37]=[CH:36][CH:35]=2)=[C:11]([CH:20]=1)[C:12]([N:14]1[CH2:15][CH2:16][O:17][CH2:18][CH2:19]1)=[O:13].